From a dataset of Full USPTO retrosynthesis dataset with 1.9M reactions from patents (1976-2016). Predict the reactants needed to synthesize the given product. Given the product [Cl:4][C:5]1[CH:6]=[CH:7][C:8]([C:11]2[N:12]([CH3:28])[C:13]3[C:18]([C:19]=2[CH2:20][CH2:21][C:22]([N:68]2[CH2:67][CH2:66][C:65]([CH2:64][C:58]4[CH:63]=[CH:62][CH:61]=[CH:60][CH:59]=4)([OH:71])[CH2:70][CH2:69]2)=[O:23])=[CH:17][C:16]([CH:26]=[CH2:27])=[CH:15][CH:14]=3)=[CH:9][CH:10]=1, predict the reactants needed to synthesize it. The reactants are: O.[OH-].[Li+].[Cl:4][C:5]1[CH:10]=[CH:9][C:8]([C:11]2[N:12]([CH3:28])[C:13]3[C:18]([C:19]=2[CH2:20][CH2:21][C:22](OC)=[O:23])=[CH:17][C:16]([CH:26]=[CH2:27])=[CH:15][CH:14]=3)=[CH:7][CH:6]=1.ON1C2C=CC=CC=2N=N1.C(N(CC)CC)C.Cl.CN(C)CCCN=C=NCC.[C:58]1([CH2:64][C:65]2([OH:71])[CH2:70][CH2:69][NH:68][CH2:67][CH2:66]2)[CH:63]=[CH:62][CH:61]=[CH:60][CH:59]=1.